The task is: Predict the reaction yield, written as a fraction of the theoretical maximum amount of product (1.0 means a 100% yield; for example, 0.34 means a 34% yield).. This data is from Reaction yield outcomes from USPTO patents with 853,638 reactions. The reactants are Br[C:2]1[C:3]([C:16]2[CH:21]=[CH:20][CH:19]=[CH:18][CH:17]=2)=[N:4][C:5]2[C:10]([N:11]=1)=[CH:9][C:8]([C:12]([O:14][CH3:15])=[O:13])=[CH:7][CH:6]=2.[Cl:22][C:23]1[CH:28]=[CH:27][C:26]([N:29]2[CH2:34][CH2:33][NH:32][CH2:31][CH2:30]2)=[CH:25][CH:24]=1.CCN(C(C)C)C(C)C. The catalyst is CN(C=O)C. The product is [Cl:22][C:23]1[CH:24]=[CH:25][C:26]([N:29]2[CH2:34][CH2:33][N:32]([C:2]3[C:3]([C:16]4[CH:21]=[CH:20][CH:19]=[CH:18][CH:17]=4)=[N:4][C:5]4[C:10]([N:11]=3)=[CH:9][C:8]([C:12]([O:14][CH3:15])=[O:13])=[CH:7][CH:6]=4)[CH2:31][CH2:30]2)=[CH:27][CH:28]=1. The yield is 0.690.